This data is from Reaction yield outcomes from USPTO patents with 853,638 reactions. The task is: Predict the reaction yield, written as a fraction of the theoretical maximum amount of product (1.0 means a 100% yield; for example, 0.34 means a 34% yield). (1) The reactants are [O:1]1[C:5]2[CH:6]=[CH:7][C:8]([C:10]3[CH:15]=[CH:14][C:13]([N:16]4[C:20]([CH2:21][C@@H:22]5[CH2:26][CH2:25][N:24]([C:27]([CH:29]6[CH2:31][CH2:30]6)=[O:28])[CH2:23]5)=[N:19][NH:18][C:17]4=[O:32])=[CH:12][CH:11]=3)=[CH:9][C:4]=2[CH:3]=[CH:2]1.[C:33](=O)([O-])[O-].[K+].[K+].CI. The catalyst is CN(C)C=O. The product is [O:1]1[C:5]2[CH:6]=[CH:7][C:8]([C:10]3[CH:11]=[CH:12][C:13]([N:16]4[C:20]([CH2:21][C@@H:22]5[CH2:26][CH2:25][N:24]([C:27]([CH:29]6[CH2:30][CH2:31]6)=[O:28])[CH2:23]5)=[N:19][N:18]([CH3:33])[C:17]4=[O:32])=[CH:14][CH:15]=3)=[CH:9][C:4]=2[CH:3]=[CH:2]1. The yield is 0.420. (2) The reactants are N(OCCC(C)C)=O.[F:9][C:10]1[C:15]2[N:16]=[C:17](N)[S:18][C:14]=2[CH:13]=[C:12]([F:20])[CH:11]=1.[ClH:21]. The catalyst is C(#N)C.[Cu](Cl)Cl. The product is [Cl:21][C:17]1[S:18][C:14]2[CH:13]=[C:12]([F:20])[CH:11]=[C:10]([F:9])[C:15]=2[N:16]=1. The yield is 0.990. (3) The reactants are [Br:1][C:2]1[C:3]2[CH2:4][C@@H:5]3[CH2:14][NH:13][CH2:12][CH2:11][N:6]3[C:7]=2[CH:8]=[CH:9][CH:10]=1.Br[CH2:16][C:17]([O:19][CH3:20])=[O:18].C(=O)([O-])[O-].[K+].[K+]. The catalyst is C(#N)C. The product is [CH3:20][O:19][C:17](=[O:18])[CH2:16][N:13]1[CH2:12][CH2:11][N:6]2[C:7]3[CH:8]=[CH:9][CH:10]=[C:2]([Br:1])[C:3]=3[CH2:4][C@@H:5]2[CH2:14]1. The yield is 0.630. (4) The reactants are [CH3:1][CH:2]([N:4]1[C:12](/[CH:13]=[CH:14]/[C@H:15]([OH:24])[CH2:16][C@H:17]([OH:23])[CH2:18][C:19]([O:21]C)=[O:20])=[C:11]([C:25]2[CH:30]=[CH:29][C:28]([F:31])=[CH:27][CH:26]=2)[C:10]2[C:5]1=[CH:6][CH:7]=[CH:8][CH:9]=2)[CH3:3].[OH-].[Na+:33].CC(C)=O. The catalyst is O.CO. The product is [CH3:3][CH:2]([N:4]1[C:12](/[CH:13]=[CH:14]/[CH:15]([OH:24])[CH2:16][CH:17]([OH:23])[CH2:18][C:19]([O-:21])=[O:20])=[C:11]([C:25]2[CH:26]=[CH:27][C:28]([F:31])=[CH:29][CH:30]=2)[C:10]2[CH:9]=[CH:8][CH:7]=[CH:6][C:5]1=2)[CH3:1].[Na+:33]. The yield is 0.0820.